This data is from Reaction yield outcomes from USPTO patents with 853,638 reactions. The task is: Predict the reaction yield, written as a fraction of the theoretical maximum amount of product (1.0 means a 100% yield; for example, 0.34 means a 34% yield). (1) The reactants are [CH2:1]([CH:3]([CH2:12][CH3:13])[CH2:4][CH:5](C(O)=O)[C:6]([OH:8])=[O:7])[CH3:2]. The catalyst is C(Cl)Cl.CO. The product is [CH2:1]([CH:3]([CH2:12][CH3:13])[CH2:4][CH2:5][C:6]([OH:8])=[O:7])[CH3:2]. The yield is 0.450. (2) The yield is 0.600. The reactants are [CH3:1][C:2]([S:5]([NH2:7])=[O:6])([CH3:4])[CH3:3].[Br:8][C:9]1[CH:17]=[C:16]2[C:12]([CH2:13][C:14]3([CH2:23][CH2:22][CH:21]([CH:24]([F:26])[F:25])[CH2:20][CH2:19]3)[C:15]2=O)=[CH:11][CH:10]=1.C([O-])(O)=O.[Na+]. The catalyst is [O-]CC.[Ti+4].[O-]CC.[O-]CC.[O-]CC.CCOC(C)=O. The product is [Br:8][C:9]1[CH:17]=[C:16]2[C:12](=[CH:11][CH:10]=1)[CH2:13][C:14]1([CH2:23][CH2:22][CH:21]([CH:24]([F:25])[F:26])[CH2:20][CH2:19]1)[C:15]2=[N:7][S:5]([C:2]([CH3:4])([CH3:3])[CH3:1])=[O:6]. (3) The reactants are [CH2:1]([C:6]1[S:7][C:8]2[N:9]=[C:10]([NH2:21])[N:11]=[C:12]([N:15]3[CH2:20][CH2:19][NH:18][CH2:17][CH2:16]3)[C:13]=2[N:14]=1)[CH2:2][CH2:3][CH2:4][CH3:5].[CH3:22][O:23][C:24]1[CH:34]=[CH:33][C:27]([O:28][CH2:29][C:30](O)=[O:31])=[CH:26][CH:25]=1. No catalyst specified. The product is [NH2:21][C:10]1[N:11]=[C:12]([N:15]2[CH2:20][CH2:19][N:18]([C:30](=[O:31])[CH2:29][O:28][C:27]3[CH:33]=[CH:34][C:24]([O:23][CH3:22])=[CH:25][CH:26]=3)[CH2:17][CH2:16]2)[C:13]2[N:14]=[C:6]([CH2:1][CH2:2][CH2:3][CH2:4][CH3:5])[S:7][C:8]=2[N:9]=1. The yield is 0.340.